Dataset: Reaction yield outcomes from USPTO patents with 853,638 reactions. Task: Predict the reaction yield, written as a fraction of the theoretical maximum amount of product (1.0 means a 100% yield; for example, 0.34 means a 34% yield). (1) The reactants are [Si:1]([O:8][C@@H:9]([C:25]1[CH:30]=[CH:29][CH:28]=[CH:27][C:26]=1[C:31]1[CH:36]=[CH:35][C:34]([Cl:37])=[CH:33][CH:32]=1)[CH:10]1[CH2:15][CH2:14][N:13]([C:16]2[CH:24]=[CH:23][C:19]([C:20](O)=[O:21])=[CH:18][CH:17]=2)[CH2:12][CH2:11]1)([C:4]([CH3:7])([CH3:6])[CH3:5])([CH3:3])[CH3:2].[Si:38]([O:55][CH2:56][C@H:57]1[CH2:62][N:61]([CH2:63][CH2:64][C@@H:65]([NH:74][C:75]2[CH:80]=[CH:79][C:78]([S:81]([NH2:84])(=[O:83])=[O:82])=[CH:77][C:76]=2[S:85]([C:88]([F:91])([F:90])[F:89])(=[O:87])=[O:86])[CH2:66][S:67][C:68]2[CH:73]=[CH:72][CH:71]=[CH:70][CH:69]=2)[CH2:60][CH2:59][O:58]1)([C:51]([CH3:54])([CH3:53])[CH3:52])([C:45]1[CH:50]=[CH:49][CH:48]=[CH:47][CH:46]=1)[C:39]1[CH:44]=[CH:43][CH:42]=[CH:41][CH:40]=1. No catalyst specified. The product is [Si:1]([O:8][C@@H:9]([C:25]1[CH:30]=[CH:29][CH:28]=[CH:27][C:26]=1[C:31]1[CH:36]=[CH:35][C:34]([Cl:37])=[CH:33][CH:32]=1)[CH:10]1[CH2:15][CH2:14][N:13]([C:16]2[CH:24]=[CH:23][C:19]([C:20]([NH:84][S:81]([C:78]3[CH:79]=[CH:80][C:75]([NH:74][C@H:65]([CH2:64][CH2:63][N:61]4[CH2:60][CH2:59][O:58][C@@H:57]([CH2:56][O:55][Si:38]([C:51]([CH3:52])([CH3:53])[CH3:54])([C:45]5[CH:46]=[CH:47][CH:48]=[CH:49][CH:50]=5)[C:39]5[CH:44]=[CH:43][CH:42]=[CH:41][CH:40]=5)[CH2:62]4)[CH2:66][S:67][C:68]4[CH:73]=[CH:72][CH:71]=[CH:70][CH:69]=4)=[C:76]([S:85]([C:88]([F:89])([F:90])[F:91])(=[O:86])=[O:87])[CH:77]=3)(=[O:83])=[O:82])=[O:21])=[CH:18][CH:17]=2)[CH2:12][CH2:11]1)([C:4]([CH3:7])([CH3:6])[CH3:5])([CH3:3])[CH3:2]. The yield is 0.660. (2) The reactants are [H-].[H-].[H-].[H-].[Li+].[Al+3].[C:7]([O:11][C:12]([N:14]([CH2:23][CH3:24])[C:15]([CH3:22])([CH3:21])[C:16](OCC)=[O:17])=[O:13])([CH3:10])([CH3:9])[CH3:8]. No catalyst specified. The product is [CH2:23]([N:14]([C:15]([CH3:21])([CH3:22])[CH2:16][OH:17])[C:12](=[O:13])[O:11][C:7]([CH3:10])([CH3:8])[CH3:9])[CH3:24]. The yield is 0.450. (3) The reactants are [Br:1][C:2]1[CH:7]=[CH:6][C:5]([NH:8][C:9]2[N:10]([CH3:21])[C:11](=[O:20])[C:12]([CH3:19])=[CH:13][C:14]=2[C:15]([O:17]C)=O)=[C:4]([F:22])[CH:3]=1.[CH:23]([O:25][CH2:26][CH2:27][O:28][NH2:29])=[CH2:24].C[Si]([N-][Si](C)(C)C)(C)C.[Li+]. The catalyst is C1COCC1. The product is [Br:1][C:2]1[CH:7]=[CH:6][C:5]([NH:8][C:9]2[N:10]([CH3:21])[C:11](=[O:20])[C:12]([CH3:19])=[CH:13][C:14]=2[C:15]([NH:29][O:28][CH2:27][CH2:26][O:25][CH:23]=[CH2:24])=[O:17])=[C:4]([F:22])[CH:3]=1. The yield is 0.940. (4) The reactants are [CH3:1][C:2]1OC(C2C=CC=CC=2)=[N:4][C:3]=1[CH2:13][O:14][C:15]1[CH:16]=[C:17]([CH:29]=[CH:30][CH:31]=1)[CH2:18][O:19][C:20]1[CH:21]=[C:22]([CH2:26][C:27]#N)[CH:23]=[N:24][CH:25]=1.[OH-:32].[Na+].[CH2:34]([OH:36])[CH3:35].Cl.[OH2:38]. No catalyst specified. The product is [CH3:1][C:2]1[O:36][C:34]([C:35]2[CH:17]=[CH:16][CH:15]=[CH:31][CH:30]=2)=[N:4][C:3]=1[CH2:13][O:14][C:15]1[CH:16]=[C:17]([CH:29]=[CH:30][CH:31]=1)[CH2:18][O:19][C:20]1[CH:21]=[C:22]([CH2:26][C:27]([OH:38])=[O:32])[CH:23]=[N:24][CH:25]=1. The yield is 0.850. (5) The yield is 0.800. The reactants are [CH2:1]([N:3]1[C:7]([S:8][C:9]2[CH:10]=[C:11]([C:17]#[N:18])[CH:12]=[C:13]([CH:16]=2)[C:14]#[N:15])=[C:6]([CH:19]([CH3:21])[CH3:20])[N:5]=[C:4]1[CH2:22][OH:23])[CH3:2].ClC(Cl)(Cl)[C:26]([N:28]=C=O)=[O:27]. The product is [C:14]([C:13]1[CH:16]=[C:9]([S:8][C:7]2[N:3]([CH2:1][CH3:2])[C:4]([CH2:22][O:23][C:26](=[O:27])[NH2:28])=[N:5][C:6]=2[CH:19]([CH3:20])[CH3:21])[CH:10]=[C:11]([C:17]#[N:18])[CH:12]=1)#[N:15]. The catalyst is O1CCCC1. (6) The reactants are [Cl:1][C:2]1[CH:7]=[CH:6][CH:5]=[CH:4][C:3]=1[SH:8].Br[CH2:10][CH:11]([O:15][CH2:16][CH3:17])[O:12][CH2:13][CH3:14].C(=O)([O-])[O-].[K+].[K+]. The catalyst is CC(C)=O. The product is [Cl:1][C:2]1[CH:7]=[CH:6][CH:5]=[CH:4][C:3]=1[S:8][CH2:10][CH:11]([O:15][CH2:16][CH3:17])[O:12][CH2:13][CH3:14]. The yield is 0.800. (7) The reactants are [C:1]([OH:20])(=[O:19])[CH2:2][CH2:3][CH2:4][CH2:5][CH2:6][CH2:7][CH2:8]/[CH:9]=[CH:10]\[CH2:11][CH2:12][CH2:13][CH2:14][CH2:15][CH2:16][CH2:17][CH3:18].[CH3:21]O. No catalyst specified. The product is [CH3:21][O:19][C:1](=[O:20])[CH2:2][CH2:3][CH2:4][CH2:5][CH2:6][CH2:7][CH2:8]/[CH:9]=[CH:10]\[CH2:11][CH2:12][CH2:13][CH2:14][CH2:15][CH2:16][CH2:17][CH3:18]. The yield is 0.960. (8) The reactants are [CH3:1][NH:2][C:3]([C:5]1[NH:6][C:7]([C:13]([CH3:16])([CH3:15])[CH3:14])=[CH:8][C:9]=1[N+:10]([O-])=O)=[O:4]. The catalyst is CCOC(C)=O.[Pd]. The product is [CH3:1][NH:2][C:3]([C:5]1[NH:6][C:7]([C:13]([CH3:16])([CH3:15])[CH3:14])=[CH:8][C:9]=1[NH2:10])=[O:4]. The yield is 0.700. (9) The reactants are Br[C:2]1[N:6]([S:7]([C:10]2[CH:15]=[CH:14][CH:13]=[CH:12][CH:11]=2)(=[O:9])=[O:8])[CH:5]=[C:4]([CH2:16][N:17]([CH3:25])[C:18](=[O:24])[O:19][C:20]([CH3:23])([CH3:22])[CH3:21])[CH:3]=1.[C:26]1(B(O)O)[CH:31]=[CH:30][CH:29]=[CH:28][CH:27]=1.C(=O)([O-])[O-].[Na+].[Na+].C(=O)([O-])O.[Na+]. The catalyst is COCCOC.C1C=CC([P]([Pd]([P](C2C=CC=CC=2)(C2C=CC=CC=2)C2C=CC=CC=2)([P](C2C=CC=CC=2)(C2C=CC=CC=2)C2C=CC=CC=2)[P](C2C=CC=CC=2)(C2C=CC=CC=2)C2C=CC=CC=2)(C2C=CC=CC=2)C2C=CC=CC=2)=CC=1.O. The product is [CH3:25][N:17]([CH2:16][C:4]1[CH:3]=[C:2]([C:26]2[CH:31]=[CH:30][CH:29]=[CH:28][CH:27]=2)[N:6]([S:7]([C:10]2[CH:15]=[CH:14][CH:13]=[CH:12][CH:11]=2)(=[O:9])=[O:8])[CH:5]=1)[C:18](=[O:24])[O:19][C:20]([CH3:23])([CH3:22])[CH3:21]. The yield is 0.940.